Predict the reaction yield, written as a fraction of the theoretical maximum amount of product (1.0 means a 100% yield; for example, 0.34 means a 34% yield). From a dataset of Reaction yield outcomes from USPTO patents with 853,638 reactions. (1) The reactants are Cl[C:2]1[N:7]=[C:6]([NH:8][CH:9]2[CH:13]3[O:14][CH2:15][CH:16]([OH:17])[CH:12]3[O:11][CH2:10]2)[C:5]([CH3:18])=[CH:4][N:3]=1.[CH3:19][N:20]1[CH:24]=[C:23]([NH2:25])[CH:22]=[N:21]1.CCN(C(C)C)C(C)C. The catalyst is CCCCO. The product is [CH3:18][C:5]1[C:6]([NH:8][CH:9]2[CH:13]3[O:14][CH2:15][CH:16]([OH:17])[CH:12]3[O:11][CH2:10]2)=[N:7][C:2]([NH:25][C:23]2[CH:22]=[N:21][N:20]([CH3:19])[CH:24]=2)=[N:3][CH:4]=1. The yield is 0.700. (2) The reactants are C[O:2][C:3](=[O:21])[CH:4]([C:10]1[CH:15]=[CH:14][C:13]([S:16]([CH3:19])(=[O:18])=[O:17])=[C:12]([Cl:20])[CH:11]=1)[CH2:5][CH:6]1[CH2:9][O:8][CH2:7]1.O.[OH-].[Li+]. The catalyst is CO.O. The product is [Cl:20][C:12]1[CH:11]=[C:10]([CH:4]([CH2:5][CH:6]2[CH2:9][O:8][CH2:7]2)[C:3]([OH:21])=[O:2])[CH:15]=[CH:14][C:13]=1[S:16]([CH3:19])(=[O:17])=[O:18]. The yield is 0.910.